From a dataset of B-cell epitopes from IEDB database with 3,159 antigens for binding position prediction. Token-level Classification. Given an antigen amino acid sequence, predict which amino acid positions are active epitope sites capable of antibody binding. Output is a list of indices for active positions. (1) Given the antigen sequence: MRVKEKYQHLWRWGWRWGTMLLGMLMICSATEKLWVTVYYGVPVWKEATTTLFCASDAKAYDTEVHNVWATHACVPTDPNPQEVVLVNVTENFNMWKNDMVEQMHEDIISLWDQSLKPCVKLTPLCVSLKCTDLKNDTNTNSSSGRMIMEKGEIKNCSFNISTSIRGKVQKEYAFFYKLDIIPIDNDTTSYKLTSCNTSVITQACPKVSFEPIPIHYCAPAGFAILKCNNKTFNGTGPCTNVSTVQCTHGIRPVVSTQLLLNGSLAEEEVVIRSVNFTDNAKTIIVQLNTSVEINCTRPNNNTRKRIRIQRGPGRAFVTIGKIGNMRQAHCNISRAKWNNTLKQIASKLREQFGNNKTIIFKQSSGGDPEIVTHSFNCGGEFFYCNSTQLFNSTWFNSTWSTEGSNNTEGSDTITLPCRIKQIINMWQKVGKAMYAPPISGQIRCSSNITGLLLTRDGGNSNNESEIFRPGGGDMRDNWRSELYKYKVVKIEPLGVAPTK..., which amino acid positions are active epitope sites? The epitope positions are: [659, 660, 661, 662, 663, 664, 665, 666, 667, 668, 669]. The amino acids at these positions are: LLELDKWASLW. (2) Given the antigen sequence: MGMRMMFTVFLLVVLATTVVSFPSDRASDGRDDEAKDERSDMHESDRKEICCNPACGPKYSCGR, which amino acid positions are active epitope sites? The epitope positions are: [53, 54, 55, 56, 57, 58, 59, 60, 61]. The amino acids at these positions are: PACGPKYSC.